From a dataset of Catalyst prediction with 721,799 reactions and 888 catalyst types from USPTO. Predict which catalyst facilitates the given reaction. (1) Reactant: F[P-](F)(F)(F)(F)F.N1(OC(N(C)C)=[N+](C)C)C2N=CC=CC=2N=N1.[CH2:25]([O:27][C:28](=[O:33])[CH2:29][C:30]([OH:32])=O)[CH3:26].C(N(C(C)C)C(C)C)C.[C:43]([C:47]1[O:51][C:50]([C:52]2[C:53]([NH2:71])=[N:54][CH:55]=[C:56]([C:58]3[N:62]([CH2:63][CH3:64])[N:61]=[C:60]([CH:65]4[CH2:70][CH2:69][NH:68][CH2:67][CH2:66]4)[N:59]=3)[N:57]=2)=[N:49][N:48]=1)([CH3:46])([CH3:45])[CH3:44]. Product: [NH2:71][C:53]1[N:54]=[CH:55][C:56]([C:58]2[N:62]([CH2:63][CH3:64])[N:61]=[C:60]([CH:65]3[CH2:66][CH2:67][N:68]([C:30](=[O:32])[CH2:29][C:28]([O:27][CH2:25][CH3:26])=[O:33])[CH2:69][CH2:70]3)[N:59]=2)=[N:57][C:52]=1[C:50]1[O:51][C:47]([C:43]([CH3:44])([CH3:45])[CH3:46])=[N:48][N:49]=1. The catalyst class is: 3. (2) Reactant: [CH2:1]([O:3][C:4]([C:6]1[C:7]([CH3:21])=[N:8][N:9]([C:12]2[CH:17]=[CH:16][CH:15]=[C:14]([N+:18]([O-])=O)[CH:13]=2)[C:10]=1[CH3:11])=[O:5])[CH3:2].[H][H]. Product: [CH2:1]([O:3][C:4]([C:6]1[C:7]([CH3:21])=[N:8][N:9]([C:12]2[CH:17]=[CH:16][CH:15]=[C:14]([NH2:18])[CH:13]=2)[C:10]=1[CH3:11])=[O:5])[CH3:2]. The catalyst class is: 29.